This data is from Retrosynthesis with 50K atom-mapped reactions and 10 reaction types from USPTO. The task is: Predict the reactants needed to synthesize the given product. (1) Given the product CCOC(=O)c1cc2c(Br)cccc2n1CC#N, predict the reactants needed to synthesize it. The reactants are: CCOC(=O)c1cc2c(Br)cccc2[nH]1.N#CCCl. (2) Given the product COc1cccc(NC(=O)NC2N=C(c3ccccc3)c3ccccc3N(CC(=O)N3CCCC3)C2=O)c1, predict the reactants needed to synthesize it. The reactants are: COc1cccc(N=C=O)c1.NC1N=C(c2ccccc2)c2ccccc2N(CC(=O)N2CCCC2)C1=O. (3) Given the product O=C1CCCCCCCCCCCCCCCCC1O, predict the reactants needed to synthesize it. The reactants are: O=C1CCCCCCCCC=CCCCCCCCCC1O. (4) Given the product CC(C)(C)OC(=O)N1CCCC(C(=O)Nc2ccccc2)C1, predict the reactants needed to synthesize it. The reactants are: CC(C)(C)OC(=O)N1CCCC(C(=O)O)C1.Nc1ccccc1. (5) Given the product C=CC(=O)OOC(C)(CC)NS(C)(=O)=O, predict the reactants needed to synthesize it. The reactants are: C=CC(=O)OOC(C)(N)CC.CS(=O)(=O)Cl. (6) Given the product COc1ccccc1-c1nc(CNC23CC4CC(CC(C4)C2)C3)no1, predict the reactants needed to synthesize it. The reactants are: COc1ccccc1-c1nc(CCl)no1.NC12CC3CC(CC(C3)C1)C2.